Dataset: Catalyst prediction with 721,799 reactions and 888 catalyst types from USPTO. Task: Predict which catalyst facilitates the given reaction. (1) Reactant: [Br:1]Br.[CH2:3]1[CH2:7][O:6][C:5]2[CH:8]=[CH:9][C:10]3[CH2:11][CH2:12][C@@H:13]([CH2:15][CH2:16][NH:17][C:18](=[O:21])[CH2:19][CH3:20])[C:14]=3[C:4]1=2.C([O-])(=O)C.[Na+]. Product: [Br:1][C:8]1[C:5]2[O:6][CH2:7][CH2:3][C:4]=2[C:14]2[C@H:13]([CH2:15][CH2:16][NH:17][C:18](=[O:21])[CH2:19][CH3:20])[CH2:12][CH2:11][C:10]=2[CH:9]=1. The catalyst class is: 5. (2) Reactant: [F:1][C:2]1[CH:7]=[C:6]([OH:8])[CH:5]=[CH:4][N:3]=1.[F:9][CH:10]([F:13])[CH2:11]I.C([O-])([O-])=O.[K+].[K+]. Product: [F:9][CH:10]([F:13])[CH2:11][O:8][C:6]1[CH:5]=[CH:4][N:3]=[C:2]([F:1])[CH:7]=1. The catalyst class is: 31.